This data is from Catalyst prediction with 721,799 reactions and 888 catalyst types from USPTO. The task is: Predict which catalyst facilitates the given reaction. (1) Reactant: [NH2:1][C:2]1[C:7]2[C:8](=[O:20])[N:9]([C:13]3[CH:18]=[CH:17][C:16](I)=[CH:15][CH:14]=3)[CH2:10][CH2:11][O:12][C:6]=2[N:5]=[CH:4][N:3]=1.C[CH:22]([C:26]1[CH:31]=[CH:30][C:29]([OH:32])=[CH:28][CH:27]=1)[C:23]([OH:25])=[O:24].[C:33](=O)([O-])[O-].[Cs+].[Cs+].CN(C)CC(O)=O. Product: [CH3:33][O:25][C:23](=[O:24])[CH2:22][C:26]1[CH:31]=[CH:30][C:29]([O:32][C:16]2[CH:17]=[CH:18][C:13]([N:9]3[C:8](=[O:20])[C:7]4[C:2]([NH2:1])=[N:3][CH:4]=[N:5][C:6]=4[O:12][CH2:11][CH2:10]3)=[CH:14][CH:15]=2)=[CH:28][CH:27]=1. The catalyst class is: 185. (2) Reactant: [CH3:1][O:2][C:3]1[CH:8]=[CH:7][C:6]([C:9]([NH:22][CH2:23][CH2:24][CH2:25][CH2:26][CH2:27][C:28](OC2C(F)=C(F)C=C(F)C=2F)=[O:29])([C:16]2[CH:21]=CC=[CH:18][CH:17]=2)[C:10]2[CH:15]=[CH:14][CH:13]=[CH:12][CH:11]=2)=[CH:5][CH:4]=1.[CH3:41][O:42][C:43]([CH:45]1[CH2:53][C:52]2[C:47](=[CH:48][CH:49]=[C:50]3[NH:56][CH:55]=[CH:54][C:51]3=2)[NH:46]1)=[O:44].C(N(CC)CC)C. Product: [CH3:1][O:2][C:3]1[CH:4]=[CH:5][C:6]([C:9]([NH:22][CH2:23][CH2:24][CH2:25][CH2:26][CH2:27][C:28]([N:56]2[C:50]3[C:51](=[C:52]4[C:47](=[CH:48][CH:49]=3)[NH:46][CH:45]([C:43]([O:42][CH3:41])=[O:44])[CH2:53]4)[CH:54]=[CH:55]2)=[O:29])([C:10]2[CH:15]=[CH:14][CH:13]=[CH:12][CH:11]=2)[C:16](=[CH2:21])[CH:17]=[CH2:18])=[CH:7][CH:8]=1. The catalyst class is: 2. (3) Reactant: [F:1][C:2]1[CH:7]=[CH:6][C:5]([O:8][C:9]2[CH:10]=[N:11][C:12]([NH:15][S:16]([C:19]3[CH:24]=[CH:23][C:22]([CH3:25])=[CH:21][CH:20]=3)(=[O:18])=[O:17])=[CH:13][CH:14]=2)=[CH:4][C:3]=1[NH:26][C:27]([C:29]1[N:33]([CH3:34])[N:32]=[C:31]([CH3:35])[CH:30]=1)=[O:28].C(N(CC)C(C)C)(C)C.I[CH2:46][C:47]([NH2:49])=[O:48]. Product: [NH2:49][C:47](=[O:48])[CH2:46][N:11]1[C:12](=[N:15][S:16]([C:19]2[CH:20]=[CH:21][C:22]([CH3:25])=[CH:23][CH:24]=2)(=[O:18])=[O:17])[CH:13]=[CH:14][C:9]([O:8][C:5]2[CH:6]=[CH:7][C:2]([F:1])=[C:3]([NH:26][C:27]([C:29]3[N:33]([CH3:34])[N:32]=[C:31]([CH3:35])[CH:30]=3)=[O:28])[CH:4]=2)=[CH:10]1. The catalyst class is: 9. (4) Product: [CH3:1][O:2][C:3]1[CH:18]=[CH:17][C:6]([CH:7]([C:21]2[CH:22]=[C:23]([B:26]([OH:28])[OH:27])[S:19][CH:20]=2)[C:8]2[CH:13]=[CH:12][C:11]([O:14][CH3:15])=[CH:10][CH:9]=2)=[CH:5][CH:4]=1. Reactant: [CH3:1][O:2][C:3]1[CH:18]=[CH:17][C:6]([CH:7](O)[C:8]2[CH:13]=[CH:12][C:11]([O:14][CH3:15])=[CH:10][CH:9]=2)=[CH:5][CH:4]=1.[SH:19][C:20]1C=C[C:23]([B:26]([OH:28])[OH:27])=[CH:22][CH:21]=1. The catalyst class is: 52. (5) Reactant: [F:1][C:2]([F:15])([F:14])[C:3]1[N:4]=[CH:5][C:6]2[CH2:12][CH2:11][NH:10][C:9](=[O:13])[C:7]=2[N:8]=1.[C:16](=O)([O-])[O-].[Na+].[Na+].F[B-](F)(F)F.C[O+](C)C.O. Product: [CH3:16][O:13][C:9]1[C:7]2[N:8]=[C:3]([C:2]([F:1])([F:14])[F:15])[N:4]=[CH:5][C:6]=2[CH2:12][CH2:11][N:10]=1. The catalyst class is: 4. (6) Reactant: [Cl:1][C:2]1[C:10]([CH2:11][O:12][CH2:13][C:14]([F:17])([F:16])[F:15])=[C:9]([S:18]([CH3:21])(=[O:20])=[O:19])[CH:8]=[CH:7][C:3]=1[C:4]([OH:6])=O.[O:22]1[CH:26]=[CH:25][C:24]([NH2:27])=[N:23]1.C(N(CC)CC)C.C(P1(=O)OP(=O)(CCC)OP(=O)(CCC)O1)CC. Product: [Cl:1][C:2]1[C:10]([CH2:11][O:12][CH2:13][C:14]([F:17])([F:16])[F:15])=[C:9]([S:18]([CH3:21])(=[O:20])=[O:19])[CH:8]=[CH:7][C:3]=1[C:4]([NH:27][C:24]1[CH:25]=[CH:26][O:22][N:23]=1)=[O:6]. The catalyst class is: 64.